From a dataset of Reaction yield outcomes from USPTO patents with 853,638 reactions. Predict the reaction yield, written as a fraction of the theoretical maximum amount of product (1.0 means a 100% yield; for example, 0.34 means a 34% yield). (1) The reactants are S(Cl)(Cl)=O.[N:5]1[C:14]2[C:9](=[CH:10][C:11]([C:15]([OH:17])=O)=[CH:12][CH:13]=2)[CH:8]=[CH:7][CH:6]=1.[CH2:18]([O:25][C:26]1[CH:27]=[C:28]([CH:30]=[CH:31][CH:32]=1)[NH2:29])[C:19]1[CH:24]=[CH:23][CH:22]=[CH:21][CH:20]=1.C(N(CC)CC)C. The catalyst is CN(C1C=CC=CN=1)C.O.C(OCC)(=O)C. The product is [CH2:18]([O:25][C:26]1[CH:27]=[C:28]([NH:29][C:15]([C:11]2[CH:10]=[C:9]3[C:14](=[CH:13][CH:12]=2)[N:5]=[CH:6][CH:7]=[CH:8]3)=[O:17])[CH:30]=[CH:31][CH:32]=1)[C:19]1[CH:20]=[CH:21][CH:22]=[CH:23][CH:24]=1. The yield is 0.260. (2) The reactants are [C:1]([O:5][C:6]([N:8]1[CH2:12][CH2:11][CH2:10][C@H:9]1[C:13]1[NH:14][C:15]([C:18]2[CH:19]=[N:20][C:21]([C:24]3[CH:29]=[CH:28][C:27]([C:30]4[NH:31][C:32]([C@@H:35]5[CH2:39][CH2:38][CH2:37][N:36]5C(OCC5C=CC=CC=5)=O)=[N:33][CH:34]=4)=[CH:26][CH:25]=3)=[N:22][CH:23]=2)=[CH:16][N:17]=1)=[O:7])([CH3:4])([CH3:3])[CH3:2].C([O-])([O-])=O.[K+].[K+].O. The catalyst is CO.[Pd]. The product is [C:1]([O:5][C:6]([N:8]1[CH2:12][CH2:11][CH2:10][C@H:9]1[C:13]1[NH:14][C:15]([C:18]2[CH:23]=[N:22][C:21]([C:24]3[CH:29]=[CH:28][C:27]([C:30]4[NH:31][C:32]([C@@H:35]5[CH2:39][CH2:38][CH2:37][NH:36]5)=[N:33][CH:34]=4)=[CH:26][CH:25]=3)=[N:20][CH:19]=2)=[CH:16][N:17]=1)=[O:7])([CH3:4])([CH3:2])[CH3:3]. The yield is 0.560.